This data is from Forward reaction prediction with 1.9M reactions from USPTO patents (1976-2016). The task is: Predict the product of the given reaction. The product is: [Cl:1][C:2]1[CH:7]=[CH:6][C:5]([C:8]2[N:17]=[C:16]([C:18]([N:27]3[CH2:26][CH2:25][C:24]4[C:29](=[CH:30][CH:31]=[C:32]([O:33][CH3:34])[C:23]=4[OH:22])[CH2:28]3)=[O:20])[C:15]3[C:10](=[CH:11][CH:12]=[CH:13][CH:14]=3)[N:9]=2)=[CH:4][CH:3]=1. Given the reactants [Cl:1][C:2]1[CH:7]=[CH:6][C:5]([C:8]2[N:17]=[C:16]([C:18]([OH:20])=O)[C:15]3[C:10](=[CH:11][CH:12]=[CH:13][CH:14]=3)[N:9]=2)=[CH:4][CH:3]=1.Cl.[OH:22][C:23]1[C:32]([O:33][CH3:34])=[CH:31][CH:30]=[C:29]2[C:24]=1[CH2:25][CH2:26][NH:27][CH2:28]2, predict the reaction product.